This data is from Forward reaction prediction with 1.9M reactions from USPTO patents (1976-2016). The task is: Predict the product of the given reaction. Given the reactants [CH3:1][N:2]1[C@@H:19]2[CH2:20][C:7]3[CH:8]=[CH:9][C:10]([O:22][CH3:23])=[C:11]4[O:12][C@H:13]5[C:14]([CH2:16][CH2:17][C@:18]2([OH:21])[C@:5]5([C:6]=34)[CH2:4][CH2:3]1)=[O:15].O.[ClH:25].[H][H], predict the reaction product. The product is: [CH3:1][N:2]1[C@@H:19]2[CH2:20][C:7]3[CH:8]=[CH:9][C:10]([O:22][CH3:23])=[C:11]4[O:12][C@H:13]5[C:14]([CH2:16][CH2:17][C@:18]2([OH:21])[C@:5]5([C:6]=34)[CH2:4][CH2:3]1)=[O:15].[ClH:25].